This data is from Forward reaction prediction with 1.9M reactions from USPTO patents (1976-2016). The task is: Predict the product of the given reaction. Given the reactants [NH2:1][C:2]1[CH:3]=[C:4]([CH:13]=[CH:14][CH:15]=1)[C:5]([C:7]1[CH:12]=[CH:11][CH:10]=[CH:9][CH:8]=1)=[O:6].[N:16]#[C:17][NH2:18].[N+:19]([O-:22])([OH:21])=[O:20].CCOCC, predict the reaction product. The product is: [N+:19]([O-:22])([O-:21])=[O:20].[C:5]([C:4]1[CH:3]=[C:2]([NH:1][C:17]([NH2:18])=[NH2+:16])[CH:15]=[CH:14][CH:13]=1)(=[O:6])[C:7]1[CH:12]=[CH:11][CH:10]=[CH:9][CH:8]=1.